From a dataset of Full USPTO retrosynthesis dataset with 1.9M reactions from patents (1976-2016). Predict the reactants needed to synthesize the given product. (1) Given the product [C:7]([C:1]1[CH:6]=[CH:5][CH:4]=[CH:3][CH:2]=1)(=[O:17])[CH3:9], predict the reactants needed to synthesize it. The reactants are: [C:1]1([C:7](=[C:9]([C:1]2[CH:6]=[CH:5][CH:4]=[CH:3][CH:2]=2)[CH3:9])[CH3:7])[CH:6]=[CH:5][CH:4]=[CH:3][CH:2]=1.[OH:17]OS([O-])=O.[K+].C([O-])(O)=O.[Na+].[O-]S([O-])=O.[Na+].[Na+]. (2) Given the product [N:1]1[CH:6]=[CH:5][CH:4]=[CH:3][C:2]=1[CH2:7][NH:8][CH2:10][C:11]([O:13][CH2:14][C:15]1[CH:20]=[CH:19][CH:18]=[CH:17][CH:16]=1)=[O:12], predict the reactants needed to synthesize it. The reactants are: [N:1]1[CH:6]=[CH:5][CH:4]=[CH:3][C:2]=1[CH2:7][NH2:8].Cl[CH2:10][C:11]([O:13][CH2:14][C:15]1[CH:20]=[CH:19][CH:18]=[CH:17][CH:16]=1)=[O:12].C(N(CC)CC)C.[Cl-].[Na+]. (3) Given the product [O:24]1[C:28]2[CH:29]=[CH:30][C:31]([C:33]([N:4]([CH2:2][CH3:3])[C@@H:5]([CH2:17][C:18]3[CH:19]=[CH:20][CH:21]=[CH:22][CH:23]=3)[CH2:6][CH2:7][NH:8][C:9]([C:11]3[CH:16]=[CH:15][CH:14]=[CH:13][N:12]=3)=[O:10])=[O:35])=[CH:32][C:27]=2[O:26][CH2:25]1, predict the reactants needed to synthesize it. The reactants are: Cl.[CH2:2]([NH:4][C@@H:5]([CH2:17][C:18]1[CH:23]=[CH:22][CH:21]=[CH:20][CH:19]=1)[CH2:6][CH2:7][NH:8][C:9]([C:11]1[CH:16]=[CH:15][CH:14]=[CH:13][N:12]=1)=[O:10])[CH3:3].[O:24]1[C:28]2[CH:29]=[CH:30][C:31]([C:33]([OH:35])=O)=[CH:32][C:27]=2[O:26][CH2:25]1.C1C=CC2N(O)N=NC=2C=1.Cl.C(N(CC)CC)C. (4) Given the product [NH2:13][C@H:8]1[CH2:9][CH2:10][CH2:11][CH2:12][C@H:7]1[C:5]([NH:4][CH2:3][C:1]#[N:2])=[O:6], predict the reactants needed to synthesize it. The reactants are: [C:1]([CH2:3][NH:4][C:5]([C@@H:7]1[CH2:12][CH2:11][CH2:10][CH2:9][C@@H:8]1[NH:13]C(=O)OC(C)(C)C)=[O:6])#[N:2]. (5) Given the product [C:33]([O:37][C:38](=[O:48])[N:39]([CH2:40][C@@H:41]1[CH2:46][CH2:45][CH2:44][N:43]([CH2:31][C:3]2[C:2]([Cl:1])=[C:11]3[C:6]([C:7](=[O:26])[N:8]([CH2:13][C:14]4[CH:19]=[C:18]([Cl:20])[CH:17]=[CH:16][C:15]=4[S:21]([CH2:24][CH3:25])(=[O:22])=[O:23])[C:9](=[O:12])[NH:10]3)=[CH:5][C:4]=2[C:27]([F:30])([F:28])[F:29])[CH2:42]1)[CH3:47])([CH3:36])([CH3:34])[CH3:35], predict the reactants needed to synthesize it. The reactants are: [Cl:1][C:2]1[C:3]([CH:31]=O)=[C:4]([C:27]([F:30])([F:29])[F:28])[CH:5]=[C:6]2[C:11]=1[NH:10][C:9](=[O:12])[N:8]([CH2:13][C:14]1[CH:19]=[C:18]([Cl:20])[CH:17]=[CH:16][C:15]=1[S:21]([CH2:24][CH3:25])(=[O:23])=[O:22])[C:7]2=[O:26].[C:33]([O:37][C:38](=[O:48])[N:39]([CH3:47])[CH2:40][C@@H:41]1[CH2:46][CH2:45][CH2:44][NH:43][CH2:42]1)([CH3:36])([CH3:35])[CH3:34]. (6) Given the product [Cl:25][C:5]1[N:6]=[N:7][C:2]([CH3:1])=[C:3]([C:18]2[S:19][CH:20]=[CH:21][CH:22]=2)[C:4]=1[C:9]1[C:14]([F:15])=[CH:13][C:12]([F:16])=[CH:11][C:10]=1[F:17], predict the reactants needed to synthesize it. The reactants are: [CH3:1][C:2]1[C:3]([C:18]2[S:19][CH:20]=[CH:21][CH:22]=2)=[C:4]([C:9]2[C:14]([F:15])=[CH:13][C:12]([F:16])=[CH:11][C:10]=2[F:17])[C:5](=O)[NH:6][N:7]=1.P(Cl)(Cl)([Cl:25])=O. (7) Given the product [CH3:2][O:3][C:4](=[O:15])[C@@H:5]([N:6]([CH2:7][C:8]1[CH:13]=[CH:12][CH:11]=[CH:10][CH:9]=1)[CH2:17][C:18](=[O:20])[CH3:19])[CH3:14], predict the reactants needed to synthesize it. The reactants are: Cl.[CH3:2][O:3][C:4](=[O:15])[C@H:5]([CH3:14])[NH:6][CH2:7][C:8]1[CH:13]=[CH:12][CH:11]=[CH:10][CH:9]=1.Cl[CH2:17][C:18](=[O:20])[CH3:19].C(=O)([O-])O.[Na+]. (8) Given the product [CH3:43][C:31]([O:33][C:34]1[CH:35]=[CH:36][C:37]([C:38]([O:1][CH2:2][C:3]2[N:7]([CH2:8][CH2:9][CH2:10][CH2:11][CH2:12][CH2:13][CH2:14][CH3:15])[C:6](=[O:16])[N:5]([CH2:17][C:18]3[CH:23]=[CH:22][C:21]([CH3:24])=[CH:20][CH:19]=3)[N:4]=2)=[O:39])=[CH:41][CH:42]=1)([CH3:32])[C:30]([O-:44])=[O:29].[Na+:53], predict the reactants needed to synthesize it. The reactants are: [OH:1][CH2:2][C:3]1[N:7]([CH2:8][CH2:9][CH2:10][CH2:11][CH2:12][CH2:13][CH2:14][CH3:15])[C:6](=[O:16])[N:5]([CH2:17][C:18]2[CH:23]=[CH:22][C:21]([CH3:24])=[CH:20][CH:19]=2)[N:4]=1.C([O:29][C:30](=[O:44])[C:31]([CH3:43])([O:33][C:34]1[CH:42]=[CH:41][C:37]([C:38](O)=[O:39])=[CH:36][CH:35]=1)[CH3:32])(C)(C)C.C(Cl)CCl.C([O-])(O)=O.[Na+:53]. (9) Given the product [Br:1][C:2]1[CH:14]=[CH:13][C:12]([F:15])=[CH:11][C:3]=1[O:4][CH:5]1[CH2:6][CH2:7][N:8]([C:26]2[S:30][C:29]([C:31]#[N:32])=[N:28][N:27]=2)[CH2:9][CH2:10]1, predict the reactants needed to synthesize it. The reactants are: [Br:1][C:2]1[CH:14]=[CH:13][C:12]([F:15])=[CH:11][C:3]=1[O:4][CH:5]1[CH2:10][CH2:9][NH:8][CH2:7][CH2:6]1.CCN(C(C)C)C(C)C.Br[C:26]1[S:30][C:29]([C:31]#[N:32])=[N:28][N:27]=1.